Predict the product of the given reaction. From a dataset of Forward reaction prediction with 1.9M reactions from USPTO patents (1976-2016). (1) Given the reactants [C:1]1(=[O:7])[O:6][C:4](=[O:5])[CH:3]=[CH:2]1.[OH2:8], predict the reaction product. The product is: [C:4]1(=[O:5])[O:6][C:1](=[O:7])[CH:2]=[CH:3]1.[C:1]([O:6][OH:8])(=[O:7])[CH:2]=[CH2:3]. (2) Given the reactants [CH:1]1([C:7]2[C:8]3[CH:9]=[CH:10][C:11]([C:30]([O:32]C)=[O:31])=[CH:12][C:13]=3[N:14]3[C:21]=2[C:20]2[CH:22]=[CH:23][CH:24]=[CH:25][C:19]=2[N:18]([CH3:26])[CH2:17][CH:16]([N:27]([CH3:29])[CH3:28])[CH2:15]3)[CH2:6][CH2:5][CH2:4][CH2:3][CH2:2]1.[OH-].[Na+].Cl, predict the reaction product. The product is: [CH:1]1([C:7]2[C:8]3[CH:9]=[CH:10][C:11]([C:30]([OH:32])=[O:31])=[CH:12][C:13]=3[N:14]3[C:21]=2[C:20]2[CH:22]=[CH:23][CH:24]=[CH:25][C:19]=2[N:18]([CH3:26])[CH2:17][CH:16]([N:27]([CH3:28])[CH3:29])[CH2:15]3)[CH2:2][CH2:3][CH2:4][CH2:5][CH2:6]1. (3) Given the reactants [N:1]1([CH2:6][CH2:7][CH2:8][NH2:9])[CH:5]=[CH:4][N:3]=[CH:2]1.[O:10]1[CH:14]=[CH:13][CH:12]=[C:11]1[CH:15]=O.C([O:19][C:20](=O)[C:21](=[O:28])[CH2:22][CH2:23][CH2:24][CH2:25][CH2:26][CH3:27])C, predict the reaction product. The product is: [O:10]1[CH:14]=[CH:13][CH:12]=[C:11]1[CH:15]1[N:9]([CH2:8][CH2:7][CH2:6][N:1]2[CH:5]=[CH:4][N:3]=[CH:2]2)[C:20](=[O:19])[C:21]([OH:28])=[C:22]1[CH2:23][CH2:24][CH2:25][CH2:26][CH3:27]. (4) Given the reactants Cl[CH2:2][C:3]([C:5]1[CH:10]=[CH:9][C:8]([F:11])=[CH:7][CH:6]=1)=[O:4].[C:12]([O:18][CH3:19])(=[O:17])[CH2:13][C:14]([CH3:16])=O, predict the reaction product. The product is: [F:11][C:8]1[CH:9]=[CH:10][C:5]([C:3]2[O:4][C:14]([CH3:16])=[C:13]([C:12]([O:18][CH3:19])=[O:17])[CH:2]=2)=[CH:6][CH:7]=1. (5) Given the reactants [NH2:1][C:2]1[CH:10]=[CH:9][C:8]([F:11])=[CH:7][C:3]=1[C:4]([OH:6])=[O:5].Cl[C:13](Cl)([O:15]C(=O)OC(Cl)(Cl)Cl)Cl.N1C=CC=CC=1, predict the reaction product. The product is: [F:11][C:8]1[CH:9]=[CH:10][C:2]2[NH:1][C:13](=[O:15])[O:5][C:4](=[O:6])[C:3]=2[CH:7]=1. (6) Given the reactants [C:1]([O:5][C:6]([NH:8][CH:9]1[CH2:14][CH2:13][NH:12][CH2:11][CH2:10]1)=[O:7])([CH3:4])([CH3:3])[CH3:2].C(N(CC)CC)C.Br[CH2:23][C:24]([O:26][CH2:27][CH3:28])=[O:25], predict the reaction product. The product is: [C:1]([O:5][C:6]([NH:8][CH:9]1[CH2:10][CH2:11][N:12]([CH2:23][C:24]([O:26][CH2:27][CH3:28])=[O:25])[CH2:13][CH2:14]1)=[O:7])([CH3:4])([CH3:2])[CH3:3]. (7) The product is: [CH2:10]([O:12][C:13](=[O:17])[CH:14]=[C:15]([O:9][C:3]1[CH:4]=[C:5]([F:8])[CH:6]=[CH:7][C:2]=1[F:1])[CH3:16])[CH3:11]. Given the reactants [F:1][C:2]1[CH:7]=[CH:6][C:5]([F:8])=[CH:4][C:3]=1[OH:9].[CH2:10]([O:12][C:13](=[O:17])[C:14]#[C:15][CH3:16])[CH3:11].N12CCCN=C1CCCCC2, predict the reaction product. (8) Given the reactants [OH-].[Na+].[NH2:3][CH2:4][CH2:5][CH2:6][CH2:7][OH:8].[C:9](O[C:9]([O:11][C:12]([CH3:15])([CH3:14])[CH3:13])=[O:10])([O:11][C:12]([CH3:15])([CH3:14])[CH3:13])=[O:10], predict the reaction product. The product is: [OH:8][CH2:7][CH2:6][CH2:5][CH2:4][NH:3][C:9](=[O:10])[O:11][C:12]([CH3:15])([CH3:14])[CH3:13]. (9) Given the reactants [C:1]([O:5][C:6]([N:8]1[C@@H:12](/[CH:13]=[CH:14]/[C:15]2[CH:16]=[N:17][C:18]([Cl:21])=[CH:19][CH:20]=2)[CH2:11][O:10][C:9]1([CH3:23])[CH3:22])=[O:7])([CH3:4])([CH3:3])[CH3:2], predict the reaction product. The product is: [C:1]([O:5][C:6]([N:8]1[C@@H:12]([CH2:13][CH2:14][C:15]2[CH:16]=[N:17][C:18]([Cl:21])=[CH:19][CH:20]=2)[CH2:11][O:10][C:9]1([CH3:23])[CH3:22])=[O:7])([CH3:4])([CH3:2])[CH3:3].